Dataset: Full USPTO retrosynthesis dataset with 1.9M reactions from patents (1976-2016). Task: Predict the reactants needed to synthesize the given product. (1) The reactants are: [OH:1][C:2]1[CH:3]=[C:4]([CH:9]=[CH:10][CH:11]=1)[C:5]([O:7][CH3:8])=[O:6].Br[CH2:13][C:14]#[N:15].C(=O)([O-])[O-].[K+].[K+].C(=O)([O-])O.[Na+]. Given the product [C:14]([CH2:13][O:1][C:2]1[CH:3]=[C:4]([CH:9]=[CH:10][CH:11]=1)[C:5]([O:7][CH3:8])=[O:6])#[N:15], predict the reactants needed to synthesize it. (2) Given the product [C:4]([C:3]1[C:2]([NH:10][C:11]2[CH:12]=[C:13]([CH:26]=[CH:27][C:28]=2[CH3:29])[C:14]([NH:16][C:17]2[CH:22]=[CH:21][CH:20]=[C:19]([CH:23]([CH3:25])[CH3:24])[CH:18]=2)=[O:15])=[N:9][CH:8]=[CH:7][CH:6]=1)#[N:5], predict the reactants needed to synthesize it. The reactants are: Cl[C:2]1[N:9]=[CH:8][CH:7]=[CH:6][C:3]=1[C:4]#[N:5].[NH2:10][C:11]1[CH:12]=[C:13]([CH:26]=[CH:27][C:28]=1[CH3:29])[C:14]([NH:16][C:17]1[CH:22]=[CH:21][CH:20]=[C:19]([CH:23]([CH3:25])[CH3:24])[CH:18]=1)=[O:15]. (3) Given the product [N:13]1[CH:18]=[CH:17][C:16]([C:2]2[CH:3]=[CH:4][C:5]3[O:10][CH2:9][C:8](=[O:11])[NH:7][C:6]=3[CH:12]=2)=[CH:15][CH:14]=1, predict the reactants needed to synthesize it. The reactants are: Br[C:2]1[CH:3]=[CH:4][C:5]2[O:10][CH2:9][C:8](=[O:11])[NH:7][C:6]=2[CH:12]=1.[N:13]1[CH:18]=[CH:17][C:16](B(O)O)=[CH:15][CH:14]=1.C(=O)(O)[O-].[Na+].COCCOC. (4) Given the product [CH:10]1[C:11]2[CH:12]([CH2:14][O:15][C:16](=[O:22])[NH:17][CH2:18][N:19]3[C:20](=[O:21])[N:29]4[CH:28]=[N:27][C:26]([C:30](=[O:31])[NH2:32])=[C:25]4[N:23]=[N:24]3)[C:13]3[C:5](=[CH:4][CH:3]=[CH:2][CH:1]=3)[C:6]=2[CH:7]=[CH:8][CH:9]=1, predict the reactants needed to synthesize it. The reactants are: [CH:1]1[C:13]2[CH:12]([CH2:14][O:15][C:16](=[O:22])[NH:17][CH2:18][N:19]=[C:20]=[O:21])[C:11]3[C:6](=[CH:7][CH:8]=[CH:9][CH:10]=3)[C:5]=2[CH:4]=[CH:3][CH:2]=1.[N+:23](=[C:25]1[N:29]=[CH:28][N:27]=[C:26]1[C:30]([NH2:32])=[O:31])=[N-:24].